Dataset: Reaction yield outcomes from USPTO patents with 853,638 reactions. Task: Predict the reaction yield, written as a fraction of the theoretical maximum amount of product (1.0 means a 100% yield; for example, 0.34 means a 34% yield). (1) The reactants are [CH3:1][N:2]([CH3:7])[CH2:3][C@H:4]([OH:6])[CH3:5].[H-].[Na+].[NH2:10][C:11]1[N:12]=[C:13](Cl)[C:14]([C:17]#[N:18])=[N:15][CH:16]=1.O. The catalyst is O1CCOCC1.C(Cl)Cl. The product is [NH3:2].[NH2:10][C:11]1[N:12]=[C:13]([O:6][C@H:4]([CH3:5])[CH2:3][N:2]([CH3:7])[CH3:1])[C:14]([C:17]#[N:18])=[N:15][CH:16]=1. The yield is 0.0100. (2) The reactants are [N+:1]([C:4]1[CH:9]=[C:8]([N+:10]([O-:12])=[O:11])[CH:7]=[CH:6][C:5]=1[C:13]1[CH:18]=[CH:17][CH:16]=[C:15]([C:19]([F:22])([F:21])[F:20])[CH:14]=1)([O-])=O.C(OP(OCC)OCC)C. The catalyst is C1(C(C)C)C=CC=CC=1. The product is [N+:10]([C:8]1[CH:7]=[CH:6][C:5]2[C:13]3[C:18](=[CH:17][CH:16]=[C:15]([C:19]([F:22])([F:21])[F:20])[CH:14]=3)[NH:1][C:4]=2[CH:9]=1)([O-:12])=[O:11]. The yield is 0.120. (3) The reactants are [C:1]([C:5]1[CH:10]=[CH:9][CH:8]=[CH:7][C:6]=1[OH:11])([CH3:4])([CH3:3])[CH3:2].[OH-].[Na+].[OH-].[I-:15].[Na+].Cl[O-].[Na+].S([O-])([O-])(=O)=S.[Na+].[Na+].Cl. The catalyst is CO. The product is [C:1]([C:5]1[CH:10]=[C:9]([I:15])[CH:8]=[CH:7][C:6]=1[OH:11])([CH3:4])([CH3:2])[CH3:3]. The yield is 0.750. (4) The reactants are [C:1]([C:5]1[CH:6]=[C:7]([C:15]2[N:19]([C:20]3[CH:21]=[N:22][C:23]([S:26]([CH3:29])(=[O:28])=[O:27])=[CH:24][CH:25]=3)[N:18]=[C:17]([C:30]3[CH:39]=[CH:38][C:33]([C:34]([O:36]C)=[O:35])=[CH:32][CH:31]=3)[CH:16]=2)[CH:8]=[C:9]([C:11]([CH3:14])([CH3:13])[CH3:12])[CH:10]=1)([CH3:4])([CH3:3])[CH3:2].[Li+].[OH-].Cl. The catalyst is O.C1COCC1.CO. The product is [C:1]([C:5]1[CH:6]=[C:7]([C:15]2[N:19]([C:20]3[CH:21]=[N:22][C:23]([S:26]([CH3:29])(=[O:28])=[O:27])=[CH:24][CH:25]=3)[N:18]=[C:17]([C:30]3[CH:39]=[CH:38][C:33]([C:34]([OH:36])=[O:35])=[CH:32][CH:31]=3)[CH:16]=2)[CH:8]=[C:9]([C:11]([CH3:14])([CH3:13])[CH3:12])[CH:10]=1)([CH3:2])([CH3:3])[CH3:4]. The yield is 0.860. (5) The reactants are Br[C:2]1[C:9]2[S:8][CH:7]=[C:6](Br)[C:5]=2[S:4][CH:3]=1.[CH2:11]([CH:19]([CH2:22][CH2:23][CH2:24][CH2:25][CH2:26][CH2:27][CH2:28][CH2:29][CH3:30])[C:20]#[CH:21])[CH2:12][CH2:13][CH2:14][CH2:15][CH2:16][CH2:17][CH3:18]. The catalyst is C(N(CC)CC)C.[Cu]I. The product is [CH2:11]([CH:19]([CH2:22][CH2:23][CH2:24][CH2:25][CH2:26][CH2:27][CH2:28][CH2:29][CH3:30])[C:20]#[C:21][C:2]1[C:9]2[S:8][CH:7]=[C:6]([C:21]#[C:20][CH:19]([CH2:11][CH2:12][CH2:13][CH2:14][CH2:15][CH2:16][CH2:17][CH3:18])[CH2:22][CH2:23][CH2:24][CH2:25][CH2:26][CH2:27][CH2:28][CH2:29][CH3:30])[C:5]=2[S:4][CH:3]=1)[CH2:12][CH2:13][CH2:14][CH2:15][CH2:16][CH2:17][CH3:18]. The yield is 0.960. (6) The reactants are [Cl:1][C:2]1[N:3]=[C:4]([C:9]([NH:11][C@H:12]2[CH2:17][CH2:16][N:15](C(OC(C)(C)C)=O)[CH2:14][C@H:13]2[O:25][CH3:26])=[O:10])[NH:5][C:6]=1[CH2:7][CH3:8].Cl.C(OCC)(=O)C. The catalyst is CO. The product is [ClH:1].[Cl:1][C:2]1[N:3]=[C:4]([C:9]([NH:11][C@H:12]2[CH2:17][CH2:16][NH:15][CH2:14][C@H:13]2[O:25][CH3:26])=[O:10])[NH:5][C:6]=1[CH2:7][CH3:8]. The yield is 1.00. (7) The reactants are [CH3:1][O:2][C:3]1[CH:4]=[C:5]2[C:10](=[CH:11][C:12]=1[O:13][CH3:14])[N:9]=[CH:8][CH:7]=[C:6]2[O:15][C:16]1[CH:22]=[CH:21][C:19]([NH2:20])=[CH:18][CH:17]=1.Cl[C:24](Cl)([O:26]C(=O)OC(Cl)(Cl)Cl)Cl.[CH3:35][CH2:36][CH:37]([OH:40])[CH2:38][CH3:39].C(=O)(O)[O-].[Na+]. The product is [CH3:1][O:2][C:3]1[CH:4]=[C:5]2[C:10](=[CH:11][C:12]=1[O:13][CH3:14])[N:9]=[CH:8][CH:7]=[C:6]2[O:15][C:16]1[CH:22]=[CH:21][C:19]([NH:20][C:24](=[O:26])[O:40][CH:37]([CH2:38][CH3:39])[CH2:36][CH3:35])=[CH:18][CH:17]=1. The catalyst is C(Cl)Cl.C(N(CC)CC)C.C1(C)C=CC=CC=1. The yield is 0.530. (8) The reactants are [Cl:1][C:2]1[CH:7]=[C:6]([Cl:8])[C:5]([O:9][CH3:10])=[CH:4][C:3]=1[N:11]1[CH2:16][CH2:15][C:14]([CH2:18][CH2:19][OH:20])([OH:17])[CH2:13][CH2:12]1.[C:21]1([S:27](Cl)(=[O:29])=[O:28])[CH:26]=[CH:25][CH:24]=[CH:23][CH:22]=1. The catalyst is N1C=CC=CC=1. The product is [C:21]1([S:27]([O:20][CH2:19][CH2:18][C:14]2([OH:17])[CH2:15][CH2:16][N:11]([C:3]3[CH:4]=[C:5]([O:9][CH3:10])[C:6]([Cl:8])=[CH:7][C:2]=3[Cl:1])[CH2:12][CH2:13]2)(=[O:29])=[O:28])[CH:26]=[CH:25][CH:24]=[CH:23][CH:22]=1. The yield is 0.470.